This data is from Reaction yield outcomes from USPTO patents with 853,638 reactions. The task is: Predict the reaction yield, written as a fraction of the theoretical maximum amount of product (1.0 means a 100% yield; for example, 0.34 means a 34% yield). (1) The reactants are [Cl:1][C:2]1[N:3]=[C:4]([N:14]2[CH2:19][CH2:18][O:17][CH2:16][CH2:15]2)[C:5]2[S:10][C:9]([CH2:11][NH:12][CH3:13])=[CH:8][C:6]=2[N:7]=1.C(N(CC)CC)C.[C:27]([O:30][CH2:31][C:32](Cl)=[O:33])(=[O:29])[CH3:28]. The catalyst is ClCCl. The product is [C:27]([O:30][CH2:31][C:32](=[O:33])[N:12]([CH2:11][C:9]1[S:10][C:5]2[C:4]([N:14]3[CH2:15][CH2:16][O:17][CH2:18][CH2:19]3)=[N:3][C:2]([Cl:1])=[N:7][C:6]=2[CH:8]=1)[CH3:13])(=[O:29])[CH3:28]. The yield is 0.790. (2) The reactants are [CH3:1][O:2][C:3]1[CH:8]=[CH:7][C:6]([S:9]([N:12]2[CH:25]([C:26]3[CH:31]=[CH:30][CH:29]=[CH:28][CH:27]=3)[C:24]3[C:19](=[CH:20][CH:21]=[CH:22][CH:23]=3)[C:18]3[CH:17]=[CH:16][CH:15]=[CH:14][C:13]2=3)(=[O:11])=[O:10])=[CH:5][CH:4]=1.[Br:32]Br.O.[Cl-].[Na+]. The catalyst is C(O)(=O)C.C(OCC)(=O)C. The product is [Br:32][C:16]1[CH:15]=[CH:14][C:13]2[N:12]([S:9]([C:6]3[CH:5]=[CH:4][C:3]([O:2][CH3:1])=[CH:8][CH:7]=3)(=[O:10])=[O:11])[CH:25]([C:26]3[CH:31]=[CH:30][CH:29]=[CH:28][CH:27]=3)[C:24]3[C:19](=[CH:20][CH:21]=[CH:22][CH:23]=3)[C:18]=2[CH:17]=1. The yield is 0.280. (3) The reactants are [F:1][C:2]1[CH:7]=[CH:6][CH:5]=[CH:4][C:3]=1[C:8]1[C:20]2[C:19]3[C:14](=[CH:15][C:16]([CH3:28])=[C:17]([O:21][C:22]4[CH:23]=[N:24][CH:25]=[N:26][CH:27]=4)[CH:18]=3)[NH:13][C:12]=2[C:11]([C:29]([OH:31])=O)=[N:10][CH:9]=1.[Cl-].[NH4+].F[P-](F)(F)(F)(F)F.[N:41]1(O[P+](N(C)C)(N(C)C)N(C)C)C2C=CC=CC=2N=N1.CCN(C(C)C)C(C)C.CN1CCOCC1. The catalyst is CN(C=O)C.CO. The product is [F:1][C:2]1[CH:7]=[CH:6][CH:5]=[CH:4][C:3]=1[C:8]1[C:20]2[C:19]3[C:14](=[CH:15][C:16]([CH3:28])=[C:17]([O:21][C:22]4[CH:23]=[N:24][CH:25]=[N:26][CH:27]=4)[CH:18]=3)[NH:13][C:12]=2[C:11]([C:29]([NH2:41])=[O:31])=[N:10][CH:9]=1. The yield is 0.301. (4) The reactants are [OH-:1].[Na+].[Cl:3][C:4]1[CH:23]=[CH:22][C:7]([CH2:8][C:9]2[CH:10]=[C:11]([CH:14]=[C:15]3[S:19]C(=S)N[C:16]3=[O:21])[S:12][CH:13]=2)=[CH:6][CH:5]=1.Cl. No catalyst specified. The product is [Cl:3][C:4]1[CH:5]=[CH:6][C:7]([CH2:8][C:9]2[CH:10]=[C:11]([CH:14]=[C:15]([SH:19])[C:16]([OH:21])=[O:1])[S:12][CH:13]=2)=[CH:22][CH:23]=1. The yield is 0.950. (5) The reactants are [CH3:1][N:2]1[CH2:19][CH2:18][C:5]2[N:6]([CH2:14][C:15](O)=[O:16])[C:7]3[CH:8]=[CH:9][C:10]([CH3:13])=[CH:11][C:12]=3[C:4]=2[CH2:3]1.C1CCC(N=C=NC2CCCCC2)CC1.[NH:35]1[CH2:40][CH2:39][O:38][CH2:37][CH2:36]1.C(O)(C(F)(F)F)=O. The catalyst is C(Cl)Cl.CN(C1C=CN=CC=1)C. The product is [CH3:1][N:2]1[CH2:19][CH2:18][C:5]2[N:6]([CH2:14][C:15]([N:35]3[CH2:40][CH2:39][O:38][CH2:37][CH2:36]3)=[O:16])[C:7]3[CH:8]=[CH:9][C:10]([CH3:13])=[CH:11][C:12]=3[C:4]=2[CH2:3]1. The yield is 0.0580.